This data is from TCR-epitope binding with 47,182 pairs between 192 epitopes and 23,139 TCRs. The task is: Binary Classification. Given a T-cell receptor sequence (or CDR3 region) and an epitope sequence, predict whether binding occurs between them. The epitope is FLPRVFSAV. The TCR CDR3 sequence is CASSLKTGVDTQYF. Result: 1 (the TCR binds to the epitope).